Dataset: Catalyst prediction with 721,799 reactions and 888 catalyst types from USPTO. Task: Predict which catalyst facilitates the given reaction. (1) Reactant: Cl.Cl.Cl.[CH:4]([N:17]1[CH2:20][CH:19]([NH:21][NH2:22])[CH2:18]1)([C:11]1[CH:16]=[CH:15][CH:14]=[CH:13][CH:12]=1)[C:5]1[CH:10]=[CH:9][CH:8]=[CH:7][CH:6]=1.C(O[CH:26]=[C:27]([C:30]#[N:31])[C:28]#[N:29])C.C(N(CC)CC)C.[OH:39]S(O)(=O)=O.N. Product: [NH2:29][C:28]1[N:21]([CH:19]2[CH2:18][N:17]([CH:4]([C:11]3[CH:16]=[CH:15][CH:14]=[CH:13][CH:12]=3)[C:5]3[CH:10]=[CH:9][CH:8]=[CH:7][CH:6]=3)[CH2:20]2)[N:22]=[CH:26][C:27]=1[C:30]([NH2:31])=[O:39]. The catalyst class is: 14. (2) Reactant: [CH3:1][C:2]([C:4]1[CH:9]=[CH:8][C:7]([F:10])=[CH:6][CH:5]=1)=[O:3].[CH2:11]([O:13][C:14](=O)[O:15]CC)[CH3:12].[H-].[Na+]. Product: [F:10][C:7]1[CH:8]=[CH:9][C:4]([C:2](=[O:3])[CH2:1][C:14]([O:13][CH2:11][CH3:12])=[O:15])=[CH:5][CH:6]=1. The catalyst class is: 8. (3) Reactant: CO[C:3]([C@@H:5]1[O:9][C:8](=[O:10])[N:7]([C:11]2[CH:22]=[CH:21][C:14]3[N:15]([CH3:20])[C:16](=[O:19])[CH2:17][S:18][C:13]=3[CH:12]=2)[CH2:6]1)=[O:4].[CH3:23][NH2:24]. Product: [CH3:23][NH:24][C:3]([C@@H:5]1[O:9][C:8](=[O:10])[N:7]([C:11]2[CH:22]=[CH:21][C:14]3[N:15]([CH3:20])[C:16](=[O:19])[CH2:17][S:18][C:13]=3[CH:12]=2)[CH2:6]1)=[O:4]. The catalyst class is: 5. (4) The catalyst class is: 16. Reactant: [NH2:1][C:2]1[C:11]([F:12])=[C:10]([NH:13][CH2:14][CH2:15][NH:16][C:17]2[CH:22]=[CH:21][C:20]([C:23]([O:25][CH2:26][CH3:27])=[O:24])=[CH:19][N:18]=2)[C:9]([O:28][CH3:29])=[C:8]2[C:3]=1[C:4](=[O:36])[C:5](C(O)=O)=[CH:6][N:7]2[CH:30]1[CH2:32][CH2:31]1.[C-]#N.[Na+].O. Product: [NH2:1][C:2]1[C:11]([F:12])=[C:10]([NH:13][CH2:14][CH2:15][NH:16][C:17]2[CH:22]=[CH:21][C:20]([C:23]([O:25][CH2:26][CH3:27])=[O:24])=[CH:19][N:18]=2)[C:9]([O:28][CH3:29])=[C:8]2[C:3]=1[C:4](=[O:36])[CH:5]=[CH:6][N:7]2[CH:30]1[CH2:32][CH2:31]1.